Dataset: Peptide-MHC class I binding affinity with 185,985 pairs from IEDB/IMGT. Task: Regression. Given a peptide amino acid sequence and an MHC pseudo amino acid sequence, predict their binding affinity value. This is MHC class I binding data. (1) The binding affinity (normalized) is 0. The MHC is Mamu-B17 with pseudo-sequence Mamu-B17. The peptide sequence is DKILDVGKF. (2) The peptide sequence is FLRSCHWVL. The MHC is HLA-A02:01 with pseudo-sequence HLA-A02:01. The binding affinity (normalized) is 0.412. (3) The peptide sequence is MELSLRAIQ. The MHC is HLA-B39:01 with pseudo-sequence HLA-B39:01. The binding affinity (normalized) is 0.0847. (4) The peptide sequence is RAGYSIVEL. The MHC is HLA-A02:01 with pseudo-sequence HLA-A02:01. The binding affinity (normalized) is 0.213. (5) The peptide sequence is SYVNVNMGLKI. The MHC is HLA-A24:02 with pseudo-sequence HLA-A24:02. The binding affinity (normalized) is 0.248. (6) The peptide sequence is LEKEEMPTLI. The MHC is HLA-B40:01 with pseudo-sequence HLA-B40:01. The binding affinity (normalized) is 0.